This data is from Full USPTO retrosynthesis dataset with 1.9M reactions from patents (1976-2016). The task is: Predict the reactants needed to synthesize the given product. The reactants are: [CH3:1][N:2]1[C:6]([C:7]2[CH:8]=[C:9]([O:14][CH2:15][CH:16]3[CH2:21][CH2:20][NH:19][CH2:18][CH2:17]3)[C:10]([NH2:13])=[N:11][CH:12]=2)=[CH:5][N:4]=[CH:3]1.[Cl:22][C:23]1[N:28]=[C:27]([C:29]([O:31]C)=[O:30])[CH:26]=[C:25](Cl)[N:24]=1.[OH-].[Na+]. Given the product [NH2:13][C:10]1[C:9]([O:14][CH2:15][CH:16]2[CH2:21][CH2:20][N:19]([C:25]3[N:24]=[C:23]([Cl:22])[N:28]=[C:27]([C:29]([OH:31])=[O:30])[CH:26]=3)[CH2:18][CH2:17]2)=[CH:8][C:7]([C:6]2[N:2]([CH3:1])[CH:3]=[N:4][CH:5]=2)=[CH:12][N:11]=1, predict the reactants needed to synthesize it.